Dataset: Reaction yield outcomes from USPTO patents with 853,638 reactions. Task: Predict the reaction yield, written as a fraction of the theoretical maximum amount of product (1.0 means a 100% yield; for example, 0.34 means a 34% yield). (1) The reactants are [Br:1][C:2]1[CH:3]=[C:4]([OH:8])[CH:5]=[CH:6][CH:7]=1.[C:9](Cl)(=[O:11])[CH3:10]. The catalyst is N1C=CC=CC=1.ClCCl. The product is [C:9]([O:8][C:4]1[CH:5]=[CH:6][CH:7]=[C:2]([Br:1])[CH:3]=1)(=[O:11])[CH3:10]. The yield is 0.740. (2) The reactants are CO[C:3]([CH2:5][CH2:6][C@H:7]([NH2:11])[C:8]([OH:10])=[O:9])=[O:4].C(CC(=O)C)(=O)C.[CH2:19]([N:21](CC)CC)[CH3:20].C(N)C.C(O)=O. The catalyst is CO.CC(O)C. The product is [NH2:11][C@H:7]([C:8]([OH:10])=[O:9])[CH2:6][CH2:5][C:3]([NH:21][CH2:19][CH3:20])=[O:4]. The yield is 0.820. (3) The reactants are Br[C:2]1[CH:20]=[CH:19][C:5]([C:6]([N:8]([CH2:10][C:11]2[CH:16]=[CH:15][CH:14]=[C:13]([O:17][CH3:18])[CH:12]=2)[CH3:9])=[O:7])=[CH:4][CH:3]=1.[CH3:21][C:22]1[CH:23]=[C:24](B(O)O)[CH:25]=[CH:26][CH:27]=1. The product is [CH3:18][O:17][C:13]1[CH:12]=[C:11]([CH:16]=[CH:15][CH:14]=1)[CH2:10][N:8]([CH3:9])[C:6]([C:5]1[CH:19]=[CH:20][C:2]([C:26]2[CH:25]=[CH:24][CH:23]=[C:22]([CH3:21])[CH:27]=2)=[CH:3][CH:4]=1)=[O:7]. The catalyst is [Pd].C1(P(C2C=CC=CC=2)C2C=CC=CC=2)C=CC=CC=1.C1(P(C2C=CC=CC=2)C2C=CC=CC=2)C=CC=CC=1.C1(P(C2C=CC=CC=2)C2C=CC=CC=2)C=CC=CC=1.C1(P(C2C=CC=CC=2)C2C=CC=CC=2)C=CC=CC=1. The yield is 0.950. (4) The reactants are [Si]([O:8][C:9]1[CH:14]=[CH:13][C:12]([NH:15][C:16]([NH:18][C:19]2[S:20][CH:21]=[C:22]([C:24]([F:27])([F:26])[F:25])[N:23]=2)=[S:17])=[C:11]([CH3:28])[CH:10]=1)(C(C)(C)C)(C)C.[F-].C([N+](CCCC)(CCCC)CCCC)CCC. The yield is 0.240. The product is [OH:8][C:9]1[CH:14]=[CH:13][C:12]([NH:15][C:16]([NH:18][C:19]2[S:20][CH:21]=[C:22]([C:24]([F:27])([F:26])[F:25])[N:23]=2)=[S:17])=[C:11]([CH3:28])[CH:10]=1. The catalyst is C1COCC1.O. (5) The reactants are [NH2:1][C:2]1[CH:3]=[CH:4][C:5]([O:19][C:20]2[C:25]([F:26])=[CH:24][C:23]([F:27])=[CH:22][C:21]=2[F:28])=[C:6]([C:8]2[C:9]3[CH:18]=[CH:17][NH:16][C:10]=3[C:11](=[O:15])[N:12]([CH3:14])[CH:13]=2)[CH:7]=1.C(N(CC)CC)C.[CH3:36][NH:37][S:38](Cl)(=[O:40])=[O:39].[OH-].[Na+].[Cl-].[NH4+]. The catalyst is ClCCl.O1CCOCC1. The product is [CH3:36][NH:37][S:38](=[O:40])(=[O:39])[NH:1][C:2]1[CH:3]=[CH:4][C:5]([O:19][C:20]2[C:25]([F:26])=[CH:24][C:23]([F:27])=[CH:22][C:21]=2[F:28])=[C:6]([C:8]2[C:9]3[CH:18]=[CH:17][NH:16][C:10]=3[C:11](=[O:15])[N:12]([CH3:14])[CH:13]=2)[CH:7]=1. The yield is 0.110. (6) The reactants are [CH2:1]=[C:2]1[C:7](=[O:8])[CH:6]2[CH2:9][CH2:10][N:3]1[CH2:4][CH2:5]2.C1COCC1. The catalyst is CO.CCOCC.[Pd]. The product is [CH3:1][CH:2]1[C:7](=[O:8])[CH:6]2[CH2:9][CH2:10][N:3]1[CH2:4][CH2:5]2. The yield is 0.900.